Dataset: Forward reaction prediction with 1.9M reactions from USPTO patents (1976-2016). Task: Predict the product of the given reaction. (1) Given the reactants [Cl:1][C:2]1[N:7]=[CH:6][C:5]2[C:8]([C:14](=[CH2:19])[CH2:15][CH2:16][CH2:17][OH:18])=[N:9][N:10]([CH:11]([CH3:13])[CH3:12])[C:4]=2[CH:3]=1.FC(F)(F)S([N-]S(C(F)(F)F)(=O)=O)(=O)=O.[Ca+2].FC(S([N-]S(C(F)(F)F)(=O)=O)(=O)=O)(F)F, predict the reaction product. The product is: [Cl:1][C:2]1[N:7]=[CH:6][C:5]2[C:8]([C:14]3([CH3:19])[CH2:15][CH2:16][CH2:17][O:18]3)=[N:9][N:10]([CH:11]([CH3:12])[CH3:13])[C:4]=2[CH:3]=1. (2) Given the reactants Br[C:2]1[CH:3]=[C:4]([S:8][CH2:9][C:10]2[CH:15]=[CH:14][CH:13]=[CH:12][C:11]=2[O:16][CH3:17])[CH:5]=[CH:6][CH:7]=1.[CH2:18]([NH:21][C:22](=[O:27])[C:23]([F:26])([F:25])[F:24])[CH:19]=[CH2:20], predict the reaction product. The product is: [F:24][C:23]([F:26])([F:25])[C:22]([NH:21][CH2:18]/[CH:19]=[CH:20]/[C:2]1[CH:7]=[CH:6][CH:5]=[C:4]([S:8][CH2:9][C:10]2[CH:15]=[CH:14][CH:13]=[CH:12][C:11]=2[O:16][CH3:17])[CH:3]=1)=[O:27]. (3) Given the reactants [Cl:1][C:2]1[CH:3]=[C:4]([C:9]2([C:14]([F:17])([F:16])[F:15])[CH2:13][NH:12][N:11]=[CH:10]2)[CH:5]=[C:6]([Cl:8])[CH:7]=1.Br[C:19]1[CH:30]=[CH:29][C:22]([C:23]([NH:25][CH:26]2[CH2:28][CH2:27]2)=[O:24])=[C:21]([CH3:31])[CH:20]=1.C([O-])([O-])=O.[Cs+].[Cs+].C1(P(C2C=CC=CC=2)C2C3OC4C(=CC=CC=4P(C4C=CC=CC=4)C4C=CC=CC=4)C(C)(C)C=3C=CC=2)C=CC=CC=1, predict the reaction product. The product is: [CH:26]1([NH:25][C:23](=[O:24])[C:22]2[CH:29]=[CH:30][C:19]([N:11]3[CH2:10][C:9]([C:4]4[CH:5]=[C:6]([Cl:8])[CH:7]=[C:2]([Cl:1])[CH:3]=4)([C:14]([F:15])([F:17])[F:16])[CH:13]=[N:12]3)=[CH:20][C:21]=2[CH3:31])[CH2:27][CH2:28]1. (4) Given the reactants Cl[C:2]1[C:3]2[C:4](=[N:18][N:19]([CH3:21])[CH:20]=2)[N:5]=[C:6]([C:8]([F:17])([F:16])[C:9]2[CH:14]=[CH:13][C:12]([F:15])=[CH:11][CH:10]=2)[N:7]=1.[CH3:22][C:23]1[NH:27][N:26]=[C:25]([NH2:28])[CH:24]=1.Cl.O1CCOCC1.O, predict the reaction product. The product is: [F:16][C:8]([F:17])([C:9]1[CH:14]=[CH:13][C:12]([F:15])=[CH:11][CH:10]=1)[C:6]1[N:7]=[C:2]([NH:28][C:25]2[CH:24]=[C:23]([CH3:22])[NH:27][N:26]=2)[C:3]2[C:4](=[N:18][N:19]([CH3:21])[CH:20]=2)[N:5]=1.